This data is from Forward reaction prediction with 1.9M reactions from USPTO patents (1976-2016). The task is: Predict the product of the given reaction. (1) Given the reactants [Br:1][C:2]1[N:3]([C:21]([CH3:24])([CH3:23])[CH3:22])[C:4]([CH:12]([C:14]2[CH:19]=[CH:18][C:17]([Cl:20])=[CH:16][CH:15]=2)O)=[C:5]([C:7]([O:9][CH2:10][CH3:11])=[O:8])[N:6]=1.[NH2:25][C:26]1[CH:27]=[C:28]([CH3:34])[C:29](=[O:33])[N:30]([CH3:32])[CH:31]=1, predict the reaction product. The product is: [Br:1][C:2]1[N:3]([C:21]([CH3:24])([CH3:23])[CH3:22])[C:4]([CH:12]([C:14]2[CH:19]=[CH:18][C:17]([Cl:20])=[CH:16][CH:15]=2)[NH:25][C:26]2[CH:27]=[C:28]([CH3:34])[C:29](=[O:33])[N:30]([CH3:32])[CH:31]=2)=[C:5]([C:7]([O:9][CH2:10][CH3:11])=[O:8])[N:6]=1. (2) Given the reactants [NH2:1][C:2]1[C:7]([C:8]([OH:10])=[O:9])=[C:6]([CH2:11][C:12]2[CH:17]=[CH:16][C:15]([F:18])=[CH:14][CH:13]=2)[C:5]([O:19][CH3:20])=[CH:4][CH:3]=1.Cl[C:22](Cl)([O:24]C(=O)OC(Cl)(Cl)Cl)Cl, predict the reaction product. The product is: [F:18][C:15]1[CH:16]=[CH:17][C:12]([CH2:11][C:6]2[C:7]3[C:8](=[O:10])[O:9][C:22](=[O:24])[NH:1][C:2]=3[CH:3]=[CH:4][C:5]=2[O:19][CH3:20])=[CH:13][CH:14]=1. (3) Given the reactants C(OC([N:8]([C:22]1[N:23]=[C:24]2[CH:29]=[CH:28][C:27]([Cl:30])=[CH:26][N:25]2[C:31]=1[CH3:32])[S:9]([C:12]1[CH:21]=[CH:20][C:15]([C:16]([O:18][CH3:19])=[O:17])=[CH:14][CH:13]=1)(=[O:11])=[O:10])=O)(C)(C)C, predict the reaction product. The product is: [ClH:30].[Cl:30][C:27]1[CH:28]=[CH:29][C:24]2[N:25]([C:31]([CH3:32])=[C:22]([NH:8][S:9]([C:12]3[CH:21]=[CH:20][C:15]([C:16]([O:18][CH3:19])=[O:17])=[CH:14][CH:13]=3)(=[O:11])=[O:10])[N:23]=2)[CH:26]=1.